The task is: Regression/Classification. Given a drug SMILES string, predict its absorption, distribution, metabolism, or excretion properties. Task type varies by dataset: regression for continuous measurements (e.g., permeability, clearance, half-life) or binary classification for categorical outcomes (e.g., BBB penetration, CYP inhibition). For this dataset (solubility_aqsoldb), we predict Y.. This data is from Aqueous solubility values for 9,982 compounds from the AqSolDB database. The compound is CC/C=C\CCOC(=O)c1ccccc1. The Y is -3.70 log mol/L.